From a dataset of Catalyst prediction with 721,799 reactions and 888 catalyst types from USPTO. Predict which catalyst facilitates the given reaction. (1) The catalyst class is: 6. Product: [CH3:1][C:2]1[CH:3]=[N:4][C:5]([CH2:11][S+:12]([O-:24])[C:13]2[N-:14][C:15]3[CH:16]=[CH:17][C:18]([O:22][CH3:23])=[CH:19][C:20]=3[N:21]=2)=[C:6]([CH3:10])[C:7]=1[O:8][CH3:9].[Na+:30]. Reactant: [CH3:1][C:2]1[CH:3]=[N:4][C:5]([CH2:11][S+:12]([O-:24])[C:13]2[NH:14][C:15]3[CH:16]=[CH:17][C:18]([O:22][CH3:23])=[CH:19][C:20]=3[N:21]=2)=[C:6]([CH3:10])[C:7]=1[O:8][CH3:9].CC(C)=O.[OH-].[Na+:30]. (2) Reactant: Cl[C:2]1[N:7]=[CH:6][N:5]=[C:4]2[N:8]([CH2:11][CH2:12][N:13]3[CH2:18][CH2:17][CH2:16][CH2:15][CH2:14]3)[N:9]=[CH:10][C:3]=12.C([Sn](CCCC)(CCCC)[C:24]1[O:25][CH:26]=[CH:27][N:28]=1)CCC. Product: [N:13]1([CH2:12][CH2:11][N:8]2[C:4]3=[N:5][CH:6]=[N:7][C:2]([C:24]4[O:25][CH:26]=[CH:27][N:28]=4)=[C:3]3[CH:10]=[N:9]2)[CH2:18][CH2:17][CH2:16][CH2:15][CH2:14]1. The catalyst class is: 109. (3) Reactant: [Cl:1][C:2]1[CH:7]=[CH:6][C:5]([C:8]2[C:14]3[CH:15]=[C:16]([C:19]4[CH:24]=[CH:23][CH:22]=[C:21]([CH:25]=O)[CH:20]=4)[CH:17]=[CH:18][C:13]=3[N:12]3[C:27]([CH3:30])=[N:28][N:29]=[C:11]3[C@H:10]([CH2:31][C:32]([NH:34][CH2:35][CH3:36])=[O:33])[N:9]=2)=[CH:4][CH:3]=1.[CH3:37][N:38]1[CH2:43][CH2:42][NH:41][CH2:40][CH2:39]1.C(O[BH-](OC(=O)C)OC(=O)C)(=O)C.[Na+].C(=O)([O-])O.[Na+]. Product: [Cl:1][C:2]1[CH:7]=[CH:6][C:5]([C:8]2[C:14]3[CH:15]=[C:16]([C:19]4[CH:24]=[CH:23][CH:22]=[C:21]([CH2:25][N:41]5[CH2:42][CH2:43][N:38]([CH3:37])[CH2:39][CH2:40]5)[CH:20]=4)[CH:17]=[CH:18][C:13]=3[N:12]3[C:27]([CH3:30])=[N:28][N:29]=[C:11]3[C@H:10]([CH2:31][C:32]([NH:34][CH2:35][CH3:36])=[O:33])[N:9]=2)=[CH:4][CH:3]=1. The catalyst class is: 322. (4) The catalyst class is: 6. Product: [C:39]([NH:35][C:33](=[O:34])[O:9][CH2:8][C:7]1[CH:6]=[CH:5][CH:4]=[C:3]([N:10]2[CH2:11][CH2:12][C:13]([OH:16])([C:17]3[CH:18]=[N:19][CH:20]=[CH:21][CH:22]=3)[CH2:14][CH2:15]2)[C:2]=1[F:1])(=[NH:38])[NH2:24]. Reactant: [F:1][C:2]1[C:7]([CH2:8][OH:9])=[CH:6][CH:5]=[CH:4][C:3]=1[N:10]1[CH2:15][CH2:14][C:13]([C:17]2[CH:18]=[N:19][CH:20]=[CH:21][CH:22]=2)([OH:16])[CH2:12][CH2:11]1.C[N:24](C=O)C.C1N=CN([C:33]([N:35]2[CH:39]=[N:38]C=C2)=[O:34])C=1.C(=O)(O)O.NC(N)=N. (5) Reactant: [Cl:1][C:2]1[CH:10]=[C:9]([CH2:11][OH:12])[C:8]2[C:4](=[CH:5][N:6]([CH3:13])[N:7]=2)[CH:3]=1.O[C:15]1[CH:20]=[CH:19][C:18]([CH2:21][CH2:22][C:23]([O:25][CH2:26][CH3:27])=[O:24])=[C:17]([CH3:28])[C:16]=1[CH3:29].C1(P(C2C=CC=CC=2)C2C=CC=CC=2)C=CC=CC=1.CC(OC(/N=N/C(OC(C)C)=O)=O)C. Product: [Cl:1][C:2]1[CH:10]=[C:9]([CH2:11][O:12][C:15]2[CH:20]=[CH:19][C:18]([CH2:21][CH2:22][C:23]([O:25][CH2:26][CH3:27])=[O:24])=[C:17]([CH3:28])[C:16]=2[CH3:29])[C:8]2[C:4](=[CH:5][N:6]([CH3:13])[N:7]=2)[CH:3]=1. The catalyst class is: 1. (6) Reactant: [Cl:1][C:2]1[CH:7]=[CH:6][CH:5]=[CH:4][C:3]=1[N:8]1[C:12]2=[N:13][CH:14]=[N:15][C:16]([O:17][CH:18]([C:24]([NH:26][C:27]3[CH:32]=[CH:31][C:30]([CH3:33])=[CH:29][N:28]=3)=[O:25])[CH2:19][CH2:20][C:21](O)=[O:22])=[C:11]2[CH:10]=[N:9]1.CN.[CH3:36][N:37](C(ON1N=NC2C=CC=CC1=2)=[N+](C)C)C.[B-](F)(F)(F)F.O. Product: [Cl:1][C:2]1[CH:7]=[CH:6][CH:5]=[CH:4][C:3]=1[N:8]1[C:12]2=[N:13][CH:14]=[N:15][C:16]([O:17][CH:18]([CH2:19][CH2:20][C:21]([NH:37][CH3:36])=[O:22])[C:24]([NH:26][C:27]3[CH:32]=[CH:31][C:30]([CH3:33])=[CH:29][N:28]=3)=[O:25])=[C:11]2[CH:10]=[N:9]1. The catalyst class is: 1. (7) Reactant: [Al+3].[Cl-].[Cl-].[Cl-].[H-].[H-].[H-].[H-].[Li+].[Al+3].[CH2:11]([N:18]1[CH2:22][CH2:21][CH:20]([CH:23]([OH:33])[C:24]2[O:25][C:26]([S:29]([CH3:32])(=[O:31])=[O:30])=[CH:27][CH:28]=2)[C:19]1=O)[C:12]1[CH:17]=[CH:16][CH:15]=[CH:14][CH:13]=1.Cl. Product: [CH2:11]([N:18]1[CH2:22][CH2:21][CH:20]([CH:23]([C:24]2[O:25][C:26]([S:29]([CH3:32])(=[O:31])=[O:30])=[CH:27][CH:28]=2)[OH:33])[CH2:19]1)[C:12]1[CH:17]=[CH:16][CH:15]=[CH:14][CH:13]=1. The catalyst class is: 1. (8) Reactant: [CH3:1][N:2]1[CH:6]=[C:5]([C:7]2[CH:12]=[C:11]([C:13]3[CH:14]=[N:15][N:16]([CH3:18])[CH:17]=3)[N:10]=[CH:9][C:8]=2[OH:19])[CH:4]=[N:3]1.C([O-])([O-])=O.[Cs+].[Cs+].[C:26]([C:28]1[CH:29]=[C:30]([S:35]([NH:38][C:39]2[S:40][CH:41]=[CH:42][N:43]=2)(=[O:37])=[O:36])[CH:31]=[CH:32][C:33]=1F)#[N:27]. Product: [CH3:1][N:2]1[CH:6]=[C:5]([C:7]2[CH:12]=[C:11]([C:13]3[CH:14]=[N:15][N:16]([CH3:18])[CH:17]=3)[N:10]=[CH:9][C:8]=2[O:19][C:33]2[CH:32]=[CH:31][C:30]([S:35]([NH:38][C:39]3[S:40][CH:41]=[CH:42][N:43]=3)(=[O:36])=[O:37])=[CH:29][C:28]=2[C:26]#[N:27])[CH:4]=[N:3]1. The catalyst class is: 9.